This data is from Experimentally validated miRNA-target interactions with 360,000+ pairs, plus equal number of negative samples. The task is: Binary Classification. Given a miRNA mature sequence and a target amino acid sequence, predict their likelihood of interaction. (1) The protein sequence of the target gene is MGPLSARLLMQRGRPKSDRLGKIRSLDLSGLELLSEHLDPKLLCRLTQLQELDLSNNHLETLPDNLGLSHLRVLRCANNQLGDVTALCQFPKLEELSLEGNPFLTVNDNLKVSFLLPTLRKVNGKDASSTYSQVENLNRELTSRVTAHWEKFMATLGPEEEAEKAQADFVKSAVRDVRYGPESLSEFTQWRVRMISEELVAASRTQVQKANSPEKPPEAGAAHKPRARLAALKRPDDVPLSLSPSKRACASPSAQVEGSPVAGSDGSQPAVKLEPLHFLQCHSKNNSPQDLETQLWACAF.... The miRNA is hsa-miR-4764-5p with sequence UGGAUGUGGAAGGAGUUAUCU. Result: 1 (interaction). (2) The miRNA is mmu-miR-214-3p with sequence ACAGCAGGCACAGACAGGCAGU. The protein sequence of the target gene is MPNSERHGGKKDGSGGASGTSQPSSGGGSSNSRERHRLVSKHKRHKSKHSKDVGLVTPEAASLGTIIKPLVEYDDISSDSDTFSDDTAFKSDRRENEERRGTDRSDRLHRHRHHQHRRSRDLLKTKQTEKEKNQEVSKSGSMKDRVSGSSKRSVEGSDDYGKAQLSKSGSKESRSSKMHKEKTRKERELKSGYKDRSKSHRKRETPKSYKTVASPKRRSRSPHRKWSDSSKQDDSPSGASYGQDYDLSPPRSHTSSNYDSYKKSPGSTSRRQSISPPYKEPSAYQSSTRSPSPYSRRQRS.... Result: 0 (no interaction).